Dataset: Peptide-MHC class II binding affinity with 134,281 pairs from IEDB. Task: Regression. Given a peptide amino acid sequence and an MHC pseudo amino acid sequence, predict their binding affinity value. This is MHC class II binding data. (1) The peptide sequence is ITYGETGGNSPVQEF. The MHC is HLA-DQA10401-DQB10402 with pseudo-sequence HLA-DQA10401-DQB10402. The binding affinity (normalized) is 0.595. (2) The peptide sequence is VIDWLVSNQSVRNRQEGL. The MHC is DRB1_1201 with pseudo-sequence DRB1_1201. The binding affinity (normalized) is 0.485. (3) The peptide sequence is PRSPTVFYNIPPMPLPPSQL. The MHC is DRB1_0101 with pseudo-sequence DRB1_0101. The binding affinity (normalized) is 0.985. (4) The peptide sequence is TSAVGAPTGATTAAA. The MHC is HLA-DPA10103-DPB10301 with pseudo-sequence HLA-DPA10103-DPB10301. The binding affinity (normalized) is 0.180. (5) The peptide sequence is PKYVKQNTLKLAT. The MHC is DRB1_1001 with pseudo-sequence DRB1_1001. The binding affinity (normalized) is 0.498.